This data is from Full USPTO retrosynthesis dataset with 1.9M reactions from patents (1976-2016). The task is: Predict the reactants needed to synthesize the given product. Given the product [CH:1]1[C:13]2[CH:12]([CH2:14][O:15][C:16]([N:18]3[CH2:19][C@H:20]([NH:48][S:52]([CH2:51][C:50]([F:57])([F:56])[F:49])(=[O:54])=[O:53])[CH2:21][C@H:22]([C:24](=[O:47])[NH:25][CH2:26][C:27]4([CH2:41][CH2:42][CH2:43][CH2:44][O:45][CH3:46])[C:40]5[CH:39]=[CH:38][CH:37]=[CH:36][C:35]=5[O:34][C:33]5[C:28]4=[CH:29][CH:30]=[CH:31][CH:32]=5)[CH2:23]3)=[O:17])[C:11]3[C:6](=[CH:7][CH:8]=[CH:9][CH:10]=3)[C:5]=2[CH:4]=[CH:3][CH:2]=1, predict the reactants needed to synthesize it. The reactants are: [CH:1]1[C:13]2[CH:12]([CH2:14][O:15][C:16]([N:18]3[CH2:23][C@@H:22]([C:24](=[O:47])[NH:25][CH2:26][C:27]4([CH2:41][CH2:42][CH2:43][CH2:44][O:45][CH3:46])[C:40]5[CH:39]=[CH:38][CH:37]=[CH:36][C:35]=5[O:34][C:33]5[C:28]4=[CH:29][CH:30]=[CH:31][CH:32]=5)[CH2:21][C@@H:20]([NH2:48])[CH2:19]3)=[O:17])[C:11]3[C:6](=[CH:7][CH:8]=[CH:9][CH:10]=3)[C:5]=2[CH:4]=[CH:3][CH:2]=1.[F:49][C:50]([F:57])([F:56])[CH2:51][S:52](Cl)(=[O:54])=[O:53].